Dataset: Catalyst prediction with 721,799 reactions and 888 catalyst types from USPTO. Task: Predict which catalyst facilitates the given reaction. Reactant: [NH2:1][C:2]1[N:3]=[CH:4][C:5]([C:8]2[C:9]([F:28])=[C:10]([C:21]([CH:24]3[CH2:27][CH2:26][CH2:25]3)=[CH:22][CH:23]=2)[O:11][CH2:12][C:13]2[CH:20]=[CH:19][C:16]([C:17]#[N:18])=[CH:15][CH:14]=2)=[N:6][CH:7]=1.[N-:29]=[N+:30]=[N-:31].[Na+]. Product: [CH:24]1([C:21]2[CH:22]=[CH:23][C:8]([C:5]3[N:6]=[CH:7][C:2]([NH2:1])=[N:3][CH:4]=3)=[C:9]([F:28])[C:10]=2[O:11][CH2:12][C:13]2[CH:14]=[CH:15][C:16]([C:17]3[NH:31][N:30]=[N:29][N:18]=3)=[CH:19][CH:20]=2)[CH2:25][CH2:26][CH2:27]1. The catalyst class is: 3.